This data is from Catalyst prediction with 721,799 reactions and 888 catalyst types from USPTO. The task is: Predict which catalyst facilitates the given reaction. (1) The catalyst class is: 1. Product: [F:34][C:18]1[CH:17]=[C:16]([CH:21]=[C:20]([F:22])[C:19]=1[O:23][Si:24]([CH:25]([CH3:27])[CH3:26])([CH:28]([CH3:30])[CH3:29])[CH:31]([CH3:32])[CH3:33])[CH2:15][CH:11]([CH2:12][OH:13])[CH2:10][CH2:9][C:6]1[CH:5]=[CH:4][C:3]([C:1]#[N:2])=[CH:8][CH:7]=1. Reactant: [C:1]([C:3]1[CH:8]=[CH:7][C:6]([CH2:9][CH2:10][CH:11]([CH2:15][C:16]2[CH:21]=[C:20]([F:22])[C:19]([O:23][Si:24]([CH:31]([CH3:33])[CH3:32])([CH:28]([CH3:30])[CH3:29])[CH:25]([CH3:27])[CH3:26])=[C:18]([F:34])[CH:17]=2)[C:12](O)=[O:13])=[CH:5][CH:4]=1)#[N:2].[Cl-].[NH4+]. (2) Reactant: [CH3:1][O:2][C:3]1[CH:4]=[C:5]2[C:10](=[CH:11][CH:12]=1)[CH:9](O)[CH:8]([CH3:14])[CH2:7][CH2:6]2.C([SiH](CC)CC)C.C([O-])([O-])=O.[K+].[K+]. Product: [CH3:1][O:2][C:3]1[CH:4]=[C:5]2[C:10](=[CH:11][CH:12]=1)[CH2:9][CH:8]([CH3:14])[CH2:7][CH2:6]2. The catalyst class is: 2. (3) Reactant: [Cl:1][C:2]1[CH:7]=[CH:6][CH:5]=[CH:4][C:3]=1[C:8]1([C:14]([O:16][CH3:17])=[O:15])[CH2:10][CH:9]1[CH2:11][NH:12][CH3:13].[C:18]([OH:25])(=[O:24])/[CH:19]=[CH:20]/[C:21]([OH:23])=[O:22]. Product: [C:18]([OH:25])(=[O:24])/[CH:19]=[CH:20]/[C:21]([OH:23])=[O:22].[Cl:1][C:2]1[CH:7]=[CH:6][CH:5]=[CH:4][C:3]=1[C:8]1([C:14]([O:16][CH3:17])=[O:15])[CH2:10][CH:9]1[CH2:11][NH:12][CH3:13]. The catalyst class is: 32. (4) Reactant: [CH3:1][C:2]1[CH:7]=[CH:6][N:5]=[CH:4][C:3]=1[N:8]1[CH2:12][CH2:11][NH:10][C:9]1=[O:13].Br[C:15]1[CH:20]=[CH:19][CH:18]=[C:17]([Cl:21])[CH:16]=1.N[C@@H]1CCCC[C@H]1N.P([O-])([O-])([O-])=O.[K+].[K+].[K+]. Product: [Cl:21][C:17]1[CH:16]=[C:15]([N:10]2[CH2:11][CH2:12][N:8]([C:3]3[CH:4]=[N:5][CH:6]=[CH:7][C:2]=3[CH3:1])[C:9]2=[O:13])[CH:20]=[CH:19][CH:18]=1. The catalyst class is: 246.